This data is from Peptide-MHC class II binding affinity with 134,281 pairs from IEDB. The task is: Regression. Given a peptide amino acid sequence and an MHC pseudo amino acid sequence, predict their binding affinity value. This is MHC class II binding data. (1) The MHC is DRB4_0103 with pseudo-sequence DRB4_0103. The peptide sequence is KASNTILPLMALLTP. The binding affinity (normalized) is 0.666. (2) The peptide sequence is VRKTIPDVIELAYQK. The MHC is DRB1_1501 with pseudo-sequence DRB1_1501. The binding affinity (normalized) is 0.0362. (3) The peptide sequence is QAVELTARLNSLGEA. The MHC is DRB1_0802 with pseudo-sequence DRB1_0802. The binding affinity (normalized) is 0.509. (4) The peptide sequence is ATTANVPPADKYKTF. The MHC is HLA-DPA10103-DPB10401 with pseudo-sequence HLA-DPA10103-DPB10401. The binding affinity (normalized) is 0. (5) The MHC is DRB1_0405 with pseudo-sequence DRB1_0405. The binding affinity (normalized) is 0.426. The peptide sequence is AGALEVHAVKPVTEE. (6) The peptide sequence is GEPGIAGFKGEQGPA. The MHC is H-2-IAq with pseudo-sequence H-2-IAq. The binding affinity (normalized) is 0.297. (7) The peptide sequence is PSNVASHVRVNVYLS. The MHC is DRB1_0101 with pseudo-sequence DRB1_0101. The binding affinity (normalized) is 0.227. (8) The peptide sequence is YKFIPSLEAAVKQAY. The MHC is DRB1_0301 with pseudo-sequence DRB1_0301. The binding affinity (normalized) is 0.420. (9) The peptide sequence is AGGAGGVGAVGGKRG. The MHC is HLA-DQA10501-DQB10201 with pseudo-sequence HLA-DQA10501-DQB10201. The binding affinity (normalized) is 0.0354. (10) The peptide sequence is SQDLELSWNLNGLQAV. The MHC is DRB1_0802 with pseudo-sequence DRB1_0802. The binding affinity (normalized) is 0.297.